This data is from Forward reaction prediction with 1.9M reactions from USPTO patents (1976-2016). The task is: Predict the product of the given reaction. (1) Given the reactants [CH2:1]([O:8][C:9]([N:11]1[CH2:16][CH2:15][N:14]([C:17]2[CH:22]=[CH:21][CH:20]=[C:19]([C:23]3[CH:24]=[N:25][N:26]4[C:31]([NH2:32])=[C:30]([C:33]5[CH:38]=[CH:37][C:36]([NH2:39])=[CH:35][CH:34]=5)[CH:29]=[N:28][C:27]=34)[CH:18]=2)[CH2:13][CH2:12]1)=[O:10])[C:2]1[CH:7]=[CH:6][CH:5]=[CH:4][CH:3]=1.Cl[C:41]([O:43][CH2:44][CH2:45][CH2:46][CH3:47])=[O:42].C(OCC)(=O)C.C([O-])(O)=O.[Na+], predict the reaction product. The product is: [CH2:1]([O:8][C:9]([N:11]1[CH2:16][CH2:15][N:14]([C:17]2[CH:22]=[CH:21][CH:20]=[C:19]([C:23]3[CH:24]=[N:25][N:26]4[C:31]([NH2:32])=[C:30]([C:33]5[CH:38]=[CH:37][C:36]([NH:39][C:41]([O:43][CH2:44][CH2:45][CH2:46][CH3:47])=[O:42])=[CH:35][CH:34]=5)[CH:29]=[N:28][C:27]=34)[CH:18]=2)[CH2:13][CH2:12]1)=[O:10])[C:2]1[CH:7]=[CH:6][CH:5]=[CH:4][CH:3]=1. (2) Given the reactants Cl[CH:2]([C:16]1[CH:17]=[CH:18][CH:19]=[C:20]2[C:25]=1[N:24]=[CH:23][CH:22]=[CH:21]2)[C:3]1[CH:15]=[CH:14][C:6]([C:7]([N:9]([CH2:12][CH3:13])[CH2:10][CH3:11])=[O:8])=[CH:5][CH:4]=1.[NH:26]1[CH2:31][CH2:30][NH:29][CH2:28][CH2:27]1, predict the reaction product. The product is: [CH2:10]([N:9]([CH2:12][CH3:13])[C:7](=[O:8])[C:6]1[CH:14]=[CH:15][C:3]([CH:2]([C:16]2[CH:17]=[CH:18][CH:19]=[C:20]3[C:25]=2[N:24]=[CH:23][CH:22]=[CH:21]3)[N:26]2[CH2:31][CH2:30][NH:29][CH2:28][CH2:27]2)=[CH:4][CH:5]=1)[CH3:11]. (3) Given the reactants [Br:1][C:2]1[C:3]([F:12])=[C:4]2[C:10]([NH2:11])=[CH:9][NH:8][C:5]2=[N:6][CH:7]=1.C([O:16][C@@H:17]([CH3:21])[C:18](O)=[O:19])(=O)C.C1N(P(Cl)(N2C(=O)OCC2)=O)C(=O)OC1.C(N(CC)CC)C.[Li+].[OH-], predict the reaction product. The product is: [Br:1][C:2]1[C:3]([F:12])=[C:4]2[C:10]([NH:11][C:18](=[O:19])[C@@H:17]([OH:16])[CH3:21])=[CH:9][NH:8][C:5]2=[N:6][CH:7]=1. (4) Given the reactants [CH3:1][NH2:2].[NH2:3][C@@H:4]([CH2:27][C:28]1[CH:29]=[N:30][C:31]([C:34]([F:37])([F:36])[F:35])=[CH:32][CH:33]=1)[CH2:5][NH:6][C:7]1[S:8][C:9]([C:16]2[CH:17]=[C:18]3[C:23](=[CH:24][CH:25]=2)[CH:22]=[N:21][C:20]([F:26])=[CH:19]3)=[C:10]([C:12](OC)=[O:13])[N:11]=1, predict the reaction product. The product is: [NH2:3][C@@H:4]([CH2:27][C:28]1[CH:29]=[N:30][C:31]([C:34]([F:37])([F:35])[F:36])=[CH:32][CH:33]=1)[CH2:5][NH:6][C:7]1[S:8][C:9]([C:16]2[CH:17]=[C:18]3[C:23](=[CH:24][CH:25]=2)[CH:22]=[N:21][C:20]([F:26])=[CH:19]3)=[C:10]([C:12]([NH:2][CH3:1])=[O:13])[N:11]=1.